The task is: Predict the reaction yield, written as a fraction of the theoretical maximum amount of product (1.0 means a 100% yield; for example, 0.34 means a 34% yield).. This data is from Reaction yield outcomes from USPTO patents with 853,638 reactions. (1) The reactants are [F:1][C:2]([C:5]1[O:9][N:8]=[C:7]([C:10]2[S:14][C:13]([S:15]([OH:18])(=O)=[O:16])=[CH:12][CH:11]=2)[CH:6]=1)([F:4])[CH3:3].CN(C)C=O.S(Cl)([Cl:26])=O. No catalyst specified. The product is [F:1][C:2]([C:5]1[O:9][N:8]=[C:7]([C:10]2[S:14][C:13]([S:15]([Cl:26])(=[O:18])=[O:16])=[CH:12][CH:11]=2)[CH:6]=1)([F:4])[CH3:3]. The yield is 0.680. (2) The reactants are [C:1]([NH:4][CH2:5][CH2:6][O:7][C@@H:8]([C:22]1[CH:27]=[CH:26][CH:25]=[C:24]([F:28])[C:23]=1[C:29]1[CH:34]=[CH:33][CH:32]=[C:31]([CH3:35])[CH:30]=1)[C@@H:9]1[O:14][CH2:13][CH2:12][N:11](C(OC(C)(C)C)=O)[CH2:10]1)(=[O:3])[CH3:2].C([O-])(O)=O.[Na+]. The catalyst is C(O)(C(F)(F)F)=O.C(Cl)Cl. The product is [F:28][C:24]1[C:23]([C:29]2[CH:34]=[CH:33][CH:32]=[C:31]([CH3:35])[CH:30]=2)=[C:22]([C@@H:8]([C@@H:9]2[O:14][CH2:13][CH2:12][NH:11][CH2:10]2)[O:7][CH2:6][CH2:5][NH:4][C:1](=[O:3])[CH3:2])[CH:27]=[CH:26][CH:25]=1. The yield is 0.820. (3) The reactants are [F:1][C:2]([F:19])([F:18])[C:3]1[CH:8]=[CH:7][C:6]([C:9]2[CH:14]=[CH:13][C:12]([NH:15][CH:16]=[O:17])=[CH:11][CH:10]=2)=[CH:5][CH:4]=1.[H-].[Na+].I[CH3:23]. The catalyst is O1CCOCC1. The product is [CH3:23][N:15]([C:12]1[CH:13]=[CH:14][C:9]([C:6]2[CH:7]=[CH:8][C:3]([C:2]([F:18])([F:19])[F:1])=[CH:4][CH:5]=2)=[CH:10][CH:11]=1)[CH:16]=[O:17]. The yield is 0.850. (4) The reactants are [F:1][C:2]1[CH:7]=[CH:6][C:5]([N+:8]([O-:10])=[O:9])=[CH:4][C:3]=1[C@:11]([N:17]=[C:18]=[S:19])([CH2:15][CH3:16])[CH2:12][CH2:13]O.S(Cl)([Cl:22])=O.CN(C=O)C. The catalyst is C1(C)C=CC=CC=1. The product is [Cl:22][CH2:13][CH2:12][C@:11]([C:3]1[CH:4]=[C:5]([N+:8]([O-:10])=[O:9])[CH:6]=[CH:7][C:2]=1[F:1])([CH2:15][CH3:16])[N:17]=[C:18]=[S:19]. The yield is 0.640. (5) The yield is 0.870. The product is [F:1][C:2]1[CH:7]=[CH:6][C:5]([F:8])=[CH:4][C:3]=1[C@H:9]1[CH2:13][CH2:12][CH2:11][N:10]1[C:14]1[CH:19]=[CH:18][N:17]2[N:20]=[CH:21][C:22]([NH:23][C:25]([NH:24][C:27]3[CH:32]=[CH:31][CH:30]=[CH:29][CH:28]=3)=[O:26])=[C:16]2[N:15]=1. The catalyst is C(Cl)Cl. The reactants are [F:1][C:2]1[CH:7]=[CH:6][C:5]([F:8])=[CH:4][C:3]=1[C@H:9]1[CH2:13][CH2:12][CH2:11][N:10]1[C:14]1[CH:19]=[CH:18][N:17]2[N:20]=[CH:21][C:22]([NH2:23])=[C:16]2[N:15]=1.[N:24]([C:27]1[CH:32]=[CH:31][CH:30]=[CH:29][CH:28]=1)=[C:25]=[O:26].